This data is from Forward reaction prediction with 1.9M reactions from USPTO patents (1976-2016). The task is: Predict the product of the given reaction. Given the reactants [S:1]([C:13]1[CH:18]=[CH:17][C:16]([CH3:19])=[CH:15][CH:14]=1)[C@@H:2]1[O:10][C@H:9]([CH2:11][OH:12])[C@H:7]([OH:8])[C@H:5]([OH:6])[C@H:3]1[OH:4].[H-].[Na+].[CH:22]1[CH:27]=[CH:26][C:25]([CH2:28]Br)=[CH:24][CH:23]=1.O, predict the reaction product. The product is: [CH2:28]([O:4][C@@H:3]1[C@@H:5]([O:6][CH2:28][C:25]2[CH:26]=[CH:27][CH:22]=[CH:23][CH:24]=2)[C@@H:7]([O:8][CH2:28][C:25]2[CH:26]=[CH:27][CH:22]=[CH:23][CH:24]=2)[C@@H:9]([CH2:11][O:12][CH2:19][C:16]2[CH:17]=[CH:18][CH:13]=[CH:14][CH:15]=2)[O:10][C@H:2]1[S:1][C:13]1[CH:18]=[CH:17][C:16]([CH3:19])=[CH:15][CH:14]=1)[C:25]1[CH:26]=[CH:27][CH:22]=[CH:23][CH:24]=1.